From a dataset of Human liver microsome stability data. Regression/Classification. Given a drug SMILES string, predict its absorption, distribution, metabolism, or excretion properties. Task type varies by dataset: regression for continuous measurements (e.g., permeability, clearance, half-life) or binary classification for categorical outcomes (e.g., BBB penetration, CYP inhibition). Dataset: hlm. (1) The compound is CCC1=C(c2nc(C3CCCCC3)cs2)[C@H](c2ccc(O)c(Cl)c2)NC(=O)N1. The result is 0 (unstable in human liver microsomes). (2) The molecule is CN1CCN(C(=O)c2ccc(-c3ccc4ncc(-c5ccc(C#N)cc5)n4c3)cc2)CC1. The result is 1 (stable in human liver microsomes). (3) The compound is C[C@H](NS(=O)(=O)c1ccc(-c2sc(C(=O)NCC(C)(C)O)nc2C(=O)N2CCCC[C@@H]2C)c(Cl)c1Cl)C(F)(F)F. The result is 0 (unstable in human liver microsomes). (4) The molecule is O=S(=O)(c1cccc(F)c1)c1ccc2c3c(oc2c1)C1(CCOCC1)NCC3. The result is 1 (stable in human liver microsomes). (5) The drug is COc1cc2c(NC3CCN(C4CC4)CC3)cc(-c3ccc(C)o3)nc2cc1OCCCN1CCCC1. The result is 0 (unstable in human liver microsomes).